This data is from Forward reaction prediction with 1.9M reactions from USPTO patents (1976-2016). The task is: Predict the product of the given reaction. (1) Given the reactants CI.[CH3:3][O:4][C:5]1[C:6]2[N:7]([N:12]=[C:13]([CH2:15][CH2:16][C:17]3[N:18]=[C:19]([C:22]4[CH:27]=[CH:26][CH:25]=[CH:24][CH:23]=4)[NH:20][CH:21]=3)[N:14]=2)[C:8]([CH3:11])=[CH:9][CH:10]=1.[C:28]([O-])([O-])=O.[Cs+].[Cs+], predict the reaction product. The product is: [CH3:3][O:4][C:5]1[C:6]2[N:7]([N:12]=[C:13]([CH2:15][CH2:16][C:17]3[N:18]=[C:19]([C:22]4[CH:27]=[CH:26][CH:25]=[CH:24][CH:23]=4)[N:20]([CH3:28])[CH:21]=3)[N:14]=2)[C:8]([CH3:11])=[CH:9][CH:10]=1. (2) The product is: [CH3:25][O:24][C:19]1[CH:20]=[CH:21][CH:22]=[CH:23][C:18]=1[C@H:7]([C:8]1[C:17]2[C:12](=[CH:13][CH:14]=[CH:15][CH:16]=2)[CH:11]=[CH:10][CH:9]=1)[C@:3]([CH3:26])([C:4]([N:36]1[CH2:37][CH2:38][N:33]([C:28]2[CH:29]=[N:30][CH:31]=[CH:32][N:27]=2)[CH2:34][CH2:35]1)=[O:6])[C:1]#[N:2]. Given the reactants [C:1]([C@:3]([CH3:26])([C@H:7]([C:18]1[CH:23]=[CH:22][CH:21]=[CH:20][C:19]=1[O:24][CH3:25])[C:8]1[C:17]2[C:12](=[CH:13][CH:14]=[CH:15][CH:16]=2)[CH:11]=[CH:10][CH:9]=1)[C:4]([OH:6])=O)#[N:2].[N:27]1[CH:32]=[CH:31][N:30]=[CH:29][C:28]=1[N:33]1[CH2:38][CH2:37][NH:36][CH2:35][CH2:34]1, predict the reaction product. (3) Given the reactants [C:1](Cl)(=[O:3])[CH3:2].[F:5][C:6]1[CH:11]=[CH:10][CH:9]=[C:8]([F:12])[C:7]=1[CH:13]([CH2:23][CH2:24][OH:25])[CH:14]([C:17]1[CH:22]=[CH:21][CH:20]=[CH:19][CH:18]=1)[C:15]#[N:16].C(N(CC)CC)C, predict the reaction product. The product is: [C:1]([O:25][CH2:24][CH2:23][CH:13]([C:7]1[C:6]([F:5])=[CH:11][CH:10]=[CH:9][C:8]=1[F:12])[CH:14]([C:15]#[N:16])[C:17]1[CH:18]=[CH:19][CH:20]=[CH:21][CH:22]=1)(=[O:3])[CH3:2]. (4) Given the reactants [C:1]([O:5][C:6](=[O:18])[NH:7][C:8]1[CH:13]=[CH:12][C:11](I)=[CH:10][C:9]=1[N+:15]([O-:17])=[O:16])([CH3:4])([CH3:3])[CH3:2].B1(B2OC(C)(C)C(C)(C)O2)OC(C)(C)C(C)(C)O1.Br[C:38]1[CH:43]=[CH:42][CH:41]=[CH:40][N:39]=1, predict the reaction product. The product is: [C:1]([O:5][C:6](=[O:18])[NH:7][C:8]1[CH:13]=[CH:12][C:11]([C:38]2[CH:43]=[CH:42][CH:41]=[CH:40][N:39]=2)=[CH:10][C:9]=1[N+:15]([O-:17])=[O:16])([CH3:4])([CH3:3])[CH3:2]. (5) Given the reactants [CH2:1]([OH:10])[CH:2]=[CH:3][C:4]1[CH:9]=[CH:8][CH:7]=[CH:6][CH:5]=1.C(Cl)Cl.C([O:18]O)(C)(C)C.C(OP(OCC)OCC)C, predict the reaction product. The product is: [O:18]1[C@H:3]([C:4]2[CH:9]=[CH:8][CH:7]=[CH:6][CH:5]=2)[C@H:2]1[CH2:1][OH:10]. (6) Given the reactants Cl.[C:2]([NH2:10])(=[NH:9])[C:3]1[CH:8]=[CH:7][CH:6]=[CH:5][CH:4]=1.C[O-].[Na+].O1[CH2:18][CH2:17][CH2:16][CH2:15]1, predict the reaction product. The product is: [C:3]1([C:2]2[NH:9][CH:15]=[C:16]([C:17]3[CH:18]=[CH:5][C:4]4[C:16](=[CH:17][CH:18]=[CH:2][CH:3]=4)[CH:15]=3)[N:10]=2)[CH:8]=[CH:7][CH:6]=[CH:5][CH:4]=1. (7) Given the reactants [CH3:1][N:2]1[CH2:11][CH:10]([C:12]2[CH:17]=[CH:16][C:15]([S:18][CH3:19])=[CH:14][CH:13]=2)[C:9]2[C:4](=[CH:5][C:6]([O:20][CH2:21][CH2:22][CH2:23][N:24]3[CH2:29][CH2:28][O:27][CH2:26][CH2:25]3)=[CH:7][CH:8]=2)[CH2:3]1.I(C1C=CC=CC=1C(OC(C)C)=O)(=O)=[O:31], predict the reaction product. The product is: [CH3:19][S:18]([C:15]1[CH:14]=[CH:13][C:12]([CH:10]2[C:9]3[C:4](=[CH:5][C:6]([O:20][CH2:21][CH2:22][CH2:23][N:24]4[CH2:25][CH2:26][O:27][CH2:28][CH2:29]4)=[CH:7][CH:8]=3)[CH2:3][N:2]([CH3:1])[CH2:11]2)=[CH:17][CH:16]=1)=[O:31].